Task: Predict the reactants needed to synthesize the given product.. Dataset: Full USPTO retrosynthesis dataset with 1.9M reactions from patents (1976-2016) (1) Given the product [CH2:13]([NH:20][C:10]1[C:9]2[C:4](=[CH:5][CH:6]=[CH:7][CH:8]=2)[N:3]=[C:2]([Cl:1])[CH:11]=1)[C:14]1[CH:19]=[CH:18][CH:17]=[CH:16][CH:15]=1, predict the reactants needed to synthesize it. The reactants are: [Cl:1][C:2]1[CH:11]=[C:10](Cl)[C:9]2[C:4](=[CH:5][CH:6]=[CH:7][CH:8]=2)[N:3]=1.[CH2:13]([NH2:20])[C:14]1[CH:19]=[CH:18][CH:17]=[CH:16][CH:15]=1.O. (2) Given the product [F:26][C:22]1[CH:21]=[C:20]2[C:25]([C:16]([CH:14]([OH:15])[C:4]3[CH:3]=[C:2]([NH:45][C:42](=[O:44])[CH3:43])[CH:7]=[C:6]([N:8]4[CH2:13][CH2:12][O:11][CH2:10][CH2:9]4)[CH:5]=3)=[C:17]([CH3:33])[C:18]([C:27]3[CH:32]=[CH:31][CH:30]=[CH:29][N:28]=3)=[N:19]2)=[CH:24][CH:23]=1, predict the reactants needed to synthesize it. The reactants are: Cl[C:2]1[CH:3]=[C:4]([CH:14]([C:16]2[C:25]3[C:20](=[CH:21][C:22]([F:26])=[CH:23][CH:24]=3)[N:19]=[C:18]([C:27]3[CH:32]=[CH:31][CH:30]=[CH:29][N:28]=3)[C:17]=2[CH3:33])[OH:15])[CH:5]=[C:6]([N:8]2[CH2:13][CH2:12][O:11][CH2:10][CH2:9]2)[CH:7]=1.P([O-])([O-])([O-])=O.[K+].[K+].[K+].[C:42]([NH2:45])(=[O:44])[CH3:43]. (3) Given the product [Cl:1][C:2]1[CH:3]=[C:4]([C@:9]2([C:24]([F:25])([F:26])[F:27])[CH2:13][C:12]([C:14]3[CH:22]=[CH:21][C:17]([C:18]([NH:40][CH:38]4[CH2:39][S:36](=[O:41])(=[O:35])[CH2:37]4)=[O:20])=[C:16]([CH3:23])[CH:15]=3)=[N:11][CH2:10]2)[CH:5]=[C:6]([Cl:8])[CH:7]=1, predict the reactants needed to synthesize it. The reactants are: [Cl:1][C:2]1[CH:3]=[C:4]([C@:9]2([C:24]([F:27])([F:26])[F:25])[CH2:13][C:12]([C:14]3[CH:22]=[CH:21][C:17]([C:18]([OH:20])=O)=[C:16]([CH3:23])[CH:15]=3)=[N:11][CH2:10]2)[CH:5]=[C:6]([Cl:8])[CH:7]=1.FC(F)(F)C([O-])=O.[O:35]=[S:36]1(=[O:41])[CH2:39][CH:38]([NH2:40])[CH2:37]1.ON1C2C=CC=NC=2N=N1.Cl.CN(C)CCCN=C=NCC. (4) Given the product [C:32]([C:34]1[CH:39]=[CH:38][C:37]([N:40]2[C:44](=[O:45])[C:43]([CH3:46])([CH3:47])[N:42]([CH2:48][C:49]3[CH:54]=[CH:53][C:52]([F:55])=[CH:51][C:50]=3[NH:56][C:57]([NH:58][C:59]3[CH:64]=[CH:63][C:62]([S:14]([CH2:2][CH3:3])(=[O:15])=[O:19])=[CH:61][CH:60]=3)=[O:70])[C:41]2=[O:71])=[CH:36][C:35]=1[CH:72]1[CH2:21][CH2:20]1)#[N:33], predict the reactants needed to synthesize it. The reactants are: N[C:2]1C=CC(SCC(OC)=O)=C[CH:3]=1.[S:14](Cl)(Cl)=[O:15].C[OH:19].[CH2:20](S(NC1C=CC=CC=1)(=O)=O)[CH3:21].[C:32]([C:34]1[CH:39]=[CH:38][C:37]([N:40]2[C:44](=[O:45])[C:43]([CH3:47])([CH3:46])[N:42]([CH2:48][C:49]3[CH:54]=[CH:53][C:52]([F:55])=[CH:51][C:50]=3[NH:56][C:57](=[O:70])[NH:58][C:59]3[CH:64]=[CH:63][C:62](SCC([O-])=O)=[CH:61][CH:60]=3)[C:41]2=[O:71])=[CH:36][C:35]=1[C:72](F)(F)F)#[N:33]. (5) Given the product [NH2:14][C:7]1[C:6]([NH:5][C:3](=[O:4])[CH2:2][Cl:1])=[CH:11][C:10]([O:12][CH3:13])=[CH:9][N:8]=1, predict the reactants needed to synthesize it. The reactants are: [Cl:1][CH2:2][C:3]([NH:5][C:6]1[C:7]([N+:14]([O-])=O)=[N:8][CH:9]=[C:10]([O:12][CH3:13])[CH:11]=1)=[O:4].[Cl-].[NH4+].C(O)C. (6) Given the product [ClH:1].[N:2]12[CH2:11][CH:6]3[CH2:7][CH:8]([CH2:10][CH:4]([C@@H:5]3[NH:12][C:27]([C:25]3[O:26][C:22]([C:17]4[CH:18]=[CH:19][CH:20]=[CH:21][C:16]=4[N+:13]([O-:15])=[O:14])=[CH:23][CH:24]=3)=[O:28])[CH2:3]1)[CH2:9]2, predict the reactants needed to synthesize it. The reactants are: [ClH:1].[N:2]12[CH2:11][CH:6]3[CH2:7][CH:8]([CH2:10][CH:4]([C@@H:5]3[NH2:12])[CH2:3]1)[CH2:9]2.[N+:13]([C:16]1[CH:21]=[CH:20][CH:19]=[CH:18][C:17]=1[C:22]1[O:26][C:25]([C:27](O)=[O:28])=[CH:24][CH:23]=1)([O-:15])=[O:14].N.